Dataset: Peptide-MHC class I binding affinity with 185,985 pairs from IEDB/IMGT. Task: Regression. Given a peptide amino acid sequence and an MHC pseudo amino acid sequence, predict their binding affinity value. This is MHC class I binding data. (1) The peptide sequence is YLDADREFL. The MHC is HLA-A03:01 with pseudo-sequence HLA-A03:01. The binding affinity (normalized) is 0.0847. (2) The peptide sequence is TICLKNEGV. The MHC is HLA-A02:01 with pseudo-sequence HLA-A02:01. The binding affinity (normalized) is 0.417. (3) The peptide sequence is MRNTIMASK. The MHC is HLA-A02:12 with pseudo-sequence HLA-A02:12. The binding affinity (normalized) is 0.0847. (4) The peptide sequence is KSSSILARR. The MHC is HLA-A31:01 with pseudo-sequence HLA-A31:01. The binding affinity (normalized) is 0.968. (5) The peptide sequence is LYAVATTFIT. The MHC is HLA-A24:02 with pseudo-sequence HLA-A24:02. The binding affinity (normalized) is 0.0694. (6) The peptide sequence is DMLLNVQTL. The MHC is HLA-A68:02 with pseudo-sequence HLA-A68:02. The binding affinity (normalized) is 0.212. (7) The peptide sequence is RAAHRRQSV. The MHC is HLA-B08:02 with pseudo-sequence HLA-B08:02. The binding affinity (normalized) is 0.0847.